From a dataset of Reaction yield outcomes from USPTO patents with 853,638 reactions. Predict the reaction yield, written as a fraction of the theoretical maximum amount of product (1.0 means a 100% yield; for example, 0.34 means a 34% yield). (1) The reactants are [Cl:1][C:2]1[C:10]([C:11]2[CH:12]=[CH:13][C:14]([NH2:17])=[N:15][CH:16]=2)=[CH:9][C:5]2[O:6][CH2:7][CH2:8][C:4]=2[CH:3]=1.[F:18][C:19]1[CH:27]=[CH:26][CH:25]=[C:24]([F:28])[C:20]=1[C:21](Cl)=[O:22].CCN(C(C)C)C(C)C.C([O-])(O)=O.[Na+].C(Cl)Cl. The catalyst is C(Cl)Cl. The product is [F:18][C:19]1[CH:27]=[CH:26][CH:25]=[C:24]([F:28])[C:20]=1[C:21]([NH:17][C:14]1[CH:13]=[CH:12][C:11]([C:10]2[C:2]([Cl:1])=[CH:3][C:4]3[CH2:8][CH2:7][O:6][C:5]=3[CH:9]=2)=[CH:16][N:15]=1)=[O:22]. The yield is 0.601. (2) The reactants are [CH:1]1([CH:4]([C:36]2[CH:37]=[N:38][C:39]([O:42][CH3:43])=[CH:40][CH:41]=2)[O:5][C:6]2[CH:33]=[CH:32][C:9]([CH2:10][N:11]3[C:15]4=[N:16][CH:17]=[C:18]([C:20]5[CH:21]=[N:22][N:23]([CH3:25])[CH:24]=5)[CH:19]=[C:14]4[N:13]=[C:12]3[NH:26]C(=O)OCC)=[CH:8][C:7]=2[O:34][CH3:35])[CH2:3][CH2:2]1.[OH-].[K+]. The catalyst is C(O)CCC.O. The product is [CH:1]1([CH:4]([C:36]2[CH:37]=[N:38][C:39]([O:42][CH3:43])=[CH:40][CH:41]=2)[O:5][C:6]2[CH:33]=[CH:32][C:9]([CH2:10][N:11]3[C:15]4=[N:16][CH:17]=[C:18]([C:20]5[CH:21]=[N:22][N:23]([CH3:25])[CH:24]=5)[CH:19]=[C:14]4[N:13]=[C:12]3[NH2:26])=[CH:8][C:7]=2[O:34][CH3:35])[CH2:3][CH2:2]1. The yield is 0.150. (3) The reactants are [NH:1]1[C:9]2[C:4](=[CH:5][CH:6]=[C:7]([NH2:10])[CH:8]=2)[CH:3]=[CH:2]1.[C:11](Cl)(=[O:20])[O:12][CH2:13][C:14]1[CH:19]=[CH:18][CH:17]=[CH:16][CH:15]=1.C(=O)([O-])[O-].[K+].[K+].C(OCC)(=O)C.CCCCCC. The catalyst is O1CCCC1.C(OCC)(=O)C. The product is [NH:1]1[C:9]2[C:4](=[CH:5][CH:6]=[C:7]([NH:10][C:11](=[O:20])[O:12][CH2:13][C:14]3[CH:19]=[CH:18][CH:17]=[CH:16][CH:15]=3)[CH:8]=2)[CH:3]=[CH:2]1. The yield is 0.521. (4) The reactants are [F:1][C:2]1[C:7]([CH3:8])=[CH:6][C:5]([NH2:9])=[C:4]([N+:10]([O-])=O)[CH:3]=1.[O-]S(S([O-])=O)=O.[Na+].[Na+].O. The catalyst is CCO. The product is [F:1][C:2]1[CH:3]=[C:4]([NH2:10])[C:5]([NH2:9])=[CH:6][C:7]=1[CH3:8]. The yield is 0.820. (5) The reactants are [CH2:1]([O:3][C:4]([C:6]1[CH:7]=[N:8][N:9]([C:11]2[N:15](COCCOC)[C:14]3[CH:22]=[C:23]([Cl:28])[C:24]([Cl:27])=[C:25]([Br:26])[C:13]=3[N:12]=2)[CH:10]=1)=[O:5])[CH3:2].CCO.Cl. The catalyst is O1CCOCC1. The product is [CH2:1]([O:3][C:4]([C:6]1[CH:7]=[N:8][N:9]([C:11]2[NH:15][C:14]3[CH:22]=[C:23]([Cl:28])[C:24]([Cl:27])=[C:25]([Br:26])[C:13]=3[N:12]=2)[CH:10]=1)=[O:5])[CH3:2]. The yield is 0.810. (6) The reactants are FC1C=C(F)C=CC=1C1C=C(CN2C(=O)C3=CC=CC=C3C2=O)C(=O)N(CC(C)C)N=1.[C:32]([C:35]1[C:36](=[O:53])[N:37]([CH2:49][CH:50]([CH3:52])[CH3:51])[N:38]=[C:39]([C:41]2[CH:46]=[CH:45][C:44]([S:47][CH3:48])=[CH:43][CH:42]=2)[CH:40]=1)(O)=[O:33]. No catalyst specified. The product is [OH:33][CH2:32][C:35]1[C:36](=[O:53])[N:37]([CH2:49][CH:50]([CH3:51])[CH3:52])[N:38]=[C:39]([C:41]2[CH:46]=[CH:45][C:44]([S:47][CH3:48])=[CH:43][CH:42]=2)[CH:40]=1. The yield is 0.353. (7) The reactants are Cl[Si:2]1([CH2:8][CH2:9][CH2:10][CH2:11][C:12]([O:14][CH2:15][C:16]2[CH:21]=[CH:20][CH:19]=[CH:18][CH:17]=2)=[O:13])[CH2:7][CH2:6][CH2:5][CH2:4][CH2:3]1.[OH2:22]. The catalyst is C(OCC)(=O)C. The product is [OH:22][Si:2]1([CH2:8][CH2:9][CH2:10][CH2:11][C:12]([O:14][CH2:15][C:16]2[CH:21]=[CH:20][CH:19]=[CH:18][CH:17]=2)=[O:13])[CH2:7][CH2:6][CH2:5][CH2:4][CH2:3]1. The yield is 0.550. (8) The catalyst is C(Cl)Cl. The product is [NH:35]([C:36]([N:3]([CH3:2])[CH2:4][CH2:5][NH:6][S:7]([C:10]1[CH:15]=[C:14]([S:16]([C:19]2[CH:24]=[CH:23][CH:22]=[CH:21][CH:20]=2)(=[O:17])=[O:18])[CH:13]=[CH:12][C:11]=1[C:25]([F:27])([F:28])[F:26])(=[O:8])=[O:9])=[O:37])[C:29]1[CH:34]=[CH:33][CH:32]=[CH:31][CH:30]=1. The reactants are Cl.[CH3:2][NH:3][CH2:4][CH2:5][NH:6][S:7]([C:10]1[CH:15]=[C:14]([S:16]([C:19]2[CH:24]=[CH:23][CH:22]=[CH:21][CH:20]=2)(=[O:18])=[O:17])[CH:13]=[CH:12][C:11]=1[C:25]([F:28])([F:27])[F:26])(=[O:9])=[O:8].[C:29]1([N:35]=[C:36]=[O:37])[CH:34]=[CH:33][CH:32]=[CH:31][CH:30]=1.C(N(C(C)C)CC)(C)C. The yield is 0.950. (9) The reactants are [CH2:1]([S:5][C:6]1[CH:14]=[CH:13][C:12]([S:15]([CH3:18])(=[O:17])=[O:16])=[CH:11][C:7]=1[C:8]([OH:10])=O)[CH:2]([CH3:4])[CH3:3].[F:19][C:20]([F:34])([F:33])[C:21]1[CH:26]=[CH:25][C:24]([N:27]2[CH2:32][CH2:31][NH:30][CH2:29][CH2:28]2)=[CH:23][CH:22]=1. No catalyst specified. The product is [CH2:1]([S:5][C:6]1[CH:14]=[CH:13][C:12]([S:15]([CH3:18])(=[O:17])=[O:16])=[CH:11][C:7]=1[C:8]([N:30]1[CH2:29][CH2:28][N:27]([C:24]2[CH:23]=[CH:22][C:21]([C:20]([F:33])([F:34])[F:19])=[CH:26][CH:25]=2)[CH2:32][CH2:31]1)=[O:10])[CH:2]([CH3:3])[CH3:4]. The yield is 0.990. (10) The reactants are [C:1]([O:5][C:6]([N:8]1[CH2:15][CH2:14][C:11]2([O:13][CH2:12]2)[CH2:10][CH2:9]1)=[O:7])([CH3:4])([CH3:3])[CH3:2].[NH3:16]. The catalyst is C(O)C. The product is [C:1]([O:5][C:6]([N:8]1[CH2:15][CH2:14][C:11]([CH2:12][NH2:16])([OH:13])[CH2:10][CH2:9]1)=[O:7])([CH3:4])([CH3:3])[CH3:2]. The yield is 0.605.